This data is from Forward reaction prediction with 1.9M reactions from USPTO patents (1976-2016). The task is: Predict the product of the given reaction. Given the reactants CCN(C(C)C)C(C)C.C1C=CC2N(O)N=NC=2C=1.CCN=C=NCCCN(C)C.[F:31][C:32]1[CH:37]=[CH:36][CH:35]=[CH:34][C:33]=1[N:38]1[CH:42]=[C:41]([C:43]([OH:45])=O)[N:40]=[N:39]1.FC1C=CC=CC=1N.[ClH:54].[NH2:55][CH2:56][C:57]([N:59]1[CH2:64][CH2:63][N:62]([C:65](=[O:75])[C:66]2[CH:71]=[C:70](F)[C:69](F)=[C:68]([F:74])[CH:67]=2)[CH2:61][CH2:60]1)=[O:58].FC1C=C(C=C(F)C=1F)C(O)=O, predict the reaction product. The product is: [Cl:54][C:71]1[CH:70]=[CH:69][C:68]([F:74])=[CH:67][C:66]=1[C:65]([N:62]1[CH2:61][CH2:60][N:59]([C:57](=[O:58])[CH2:56][NH:55][C:43]([C:41]2[N:40]=[N:39][N:38]([C:33]3[CH:34]=[CH:35][CH:36]=[CH:37][C:32]=3[F:31])[CH:42]=2)=[O:45])[CH2:64][CH2:63]1)=[O:75].